Dataset: Catalyst prediction with 721,799 reactions and 888 catalyst types from USPTO. Task: Predict which catalyst facilitates the given reaction. (1) Reactant: [Br:1]Br.[NH2:3][C:4]1[N:14]=[CH:13][CH:12]=[CH:11][C:5]=1[C:6]([O:8][CH2:9][CH3:10])=[O:7].C([O-])(O)=O.[Na+].OS([O-])=O.[Na+]. Product: [NH2:3][C:4]1[N:14]=[CH:13][C:12]([Br:1])=[CH:11][C:5]=1[C:6]([O:8][CH2:9][CH3:10])=[O:7]. The catalyst class is: 232. (2) Reactant: [Br:1][C:2]1[CH:3]=[C:4]2[C:8](=[CH:9][CH:10]=1)[CH:7](O)[CH2:6][CH2:5]2.[Br:12][Si](C)(C)C. Product: [Br:12][CH:7]1[C:8]2[C:4](=[CH:3][C:2]([Br:1])=[CH:10][CH:9]=2)[CH2:5][CH2:6]1. The catalyst class is: 22. (3) Reactant: [CH2:1]([O:3][C:4](=[O:8])[CH2:5][CH2:6]Br)[CH3:2].[NH2:9][C:10]1[N:11]([C:16]2[C:25]3[C:20](=[CH:21][CH:22]=[CH:23][CH:24]=3)[C:19]([CH:26]3[CH2:28][CH2:27]3)=[CH:18][CH:17]=2)[C:12]([SH:15])=[N:13][N:14]=1. Product: [NH2:9][C:10]1[N:11]([C:16]2[C:25]3[C:20](=[CH:21][CH:22]=[CH:23][CH:24]=3)[C:19]([CH:26]3[CH2:28][CH2:27]3)=[CH:18][CH:17]=2)[C:12]([S:15][CH2:6][CH2:5][C:4]([O:3][CH2:1][CH3:2])=[O:8])=[N:13][N:14]=1. The catalyst class is: 3. (4) Reactant: [Si:1]([O:8][CH2:9][CH2:10][CH2:11][CH2:12][CH2:13][CH2:14][C:15]([CH3:22])([CH3:21])[C:16](OCC)=[O:17])([C:4]([CH3:7])([CH3:6])[CH3:5])([CH3:3])[CH3:2].[H-].C([Al+]CC(C)C)C(C)C. Product: [Si:1]([O:8][CH2:9][CH2:10][CH2:11][CH2:12][CH2:13][CH2:14][C:15]([CH3:22])([CH3:21])[CH2:16][OH:17])([C:4]([CH3:7])([CH3:6])[CH3:5])([CH3:3])[CH3:2]. The catalyst class is: 28. (5) The catalyst class is: 43. Reactant: [CH3:1][C:2]1[CH:11]=[C:10]2[C:5]([C:6]([OH:15])=[C:7]([N+:12]([O-])=O)[CH:8]=[N:9]2)=[CH:4][CH:3]=1.[OH-].[NH4+].[H][H]. Product: [NH2:12][C:7]1[CH:8]=[N:9][C:10]2[C:5]([C:6]=1[OH:15])=[CH:4][CH:3]=[C:2]([CH3:1])[CH:11]=2. (6) Reactant: [CH3:1][NH:2][CH3:3].[CH3:4][S:5]([C:8]1[CH:46]=[CH:45][C:11]([O:12][C:13]2[C:14]([CH:28]3[CH2:32][CH2:31][CH2:30][N:29]3[C:33]([O:35]C3C=CC([N+]([O-])=O)=CC=3)=O)=[CH:15][C:16]3[NH:20][CH:19]([C:21]4[CH:26]=[CH:25][CH:24]=[CH:23][N:22]=4)[NH:18][C:17]=3[CH:27]=2)=[CH:10][CH:9]=1)(=[O:7])=[O:6]. Product: [CH3:1][N:2]([CH3:3])[C:33]([N:29]1[CH2:30][CH2:31][CH2:32][CH:28]1[C:14]1[C:13]([O:12][C:11]2[CH:10]=[CH:9][C:8]([S:5]([CH3:4])(=[O:6])=[O:7])=[CH:46][CH:45]=2)=[CH:27][C:17]2[N:18]=[C:19]([C:21]3[CH:26]=[CH:25][CH:24]=[CH:23][N:22]=3)[NH:20][C:16]=2[CH:15]=1)=[O:35]. The catalyst class is: 7. (7) Reactant: [Cl:1][C:2]1[CH:3]=[CH:4][CH:5]=[C:6]2[C:11]=1[C:10]([CH2:12][C:13]1[CH:14]=[C:15]([CH:19]=[C:20]([F:22])[CH:21]=1)[C:16]([OH:18])=O)=[N:9][NH:8][C:7]2=[O:23].[CH3:24][O:25][CH:26]1[CH2:31][CH2:30][NH:29][CH2:28][CH2:27]1.CCN(C(C)C)C(C)C. Product: [Cl:1][C:2]1[CH:3]=[CH:4][CH:5]=[C:6]2[C:11]=1[C:10]([CH2:12][C:13]1[CH:14]=[C:15]([C:16]([N:29]3[CH2:30][CH2:31][CH:26]([O:25][CH3:24])[CH2:27][CH2:28]3)=[O:18])[CH:19]=[C:20]([F:22])[CH:21]=1)=[N:9][NH:8][C:7]2=[O:23]. The catalyst class is: 3.